From a dataset of Forward reaction prediction with 1.9M reactions from USPTO patents (1976-2016). Predict the product of the given reaction. (1) Given the reactants S(=O)(=O)(O)O.[Br:6][C:7]1[CH:15]=[C:14]([CH3:16])[CH:13]=[CH:12][C:8]=1[C:9]([OH:11])=[O:10].[CH3:17]O, predict the reaction product. The product is: [Br:6][C:7]1[CH:15]=[C:14]([CH3:16])[CH:13]=[CH:12][C:8]=1[C:9]([O:11][CH3:17])=[O:10]. (2) Given the reactants [CH3:1][C:2]1[C:7]([CH3:8])=[CH:6][CH:5]=[CH:4][C:3]=1[O:9][CH3:10].[Cl:11][S:12](Cl)(=[O:14])=[O:13], predict the reaction product. The product is: [CH3:8][C:7]1[C:2]([CH3:1])=[C:3]([O:9][CH3:10])[CH:4]=[CH:5][C:6]=1[S:12]([Cl:11])(=[O:14])=[O:13]. (3) Given the reactants Br[C:2]1[CH:20]=[CH:19][C:5]2[N:6]=[C:7]([C@H:9]3[CH2:12][C@H:11]([N:13]4[CH2:18][CH2:17][CH2:16][CH2:15][CH2:14]4)[CH2:10]3)[S:8][C:4]=2[CH:3]=1.[OH:21][C@H:22]1[CH2:26][CH2:25][NH:24][C:23]1=[O:27].CC1(C)C2C(=C(P(C3C=CC=CC=3)C3C=CC=CC=3)C=CC=2)OC2C(P(C3C=CC=CC=3)C3C=CC=CC=3)=CC=CC1=2.C([O-])([O-])=O.[Cs+].[Cs+].[Al], predict the reaction product. The product is: [OH:21][C@H:22]1[CH2:26][CH2:25][N:24]([C:2]2[CH:20]=[CH:19][C:5]3[N:6]=[C:7]([CH:9]4[CH2:12][CH:11]([N:13]5[CH2:18][CH2:17][CH2:16][CH2:15][CH2:14]5)[CH2:10]4)[S:8][C:4]=3[CH:3]=2)[C:23]1=[O:27].